From a dataset of Full USPTO retrosynthesis dataset with 1.9M reactions from patents (1976-2016). Predict the reactants needed to synthesize the given product. (1) Given the product [CH3:1][C:2]1[C:7]([C:8]2[CH:17]=[CH:16][C:15]3[C:10](=[CH:11][CH:12]=[C:13]([CH2:18][C:19]([OH:21])=[O:20])[CH:14]=3)[N:9]=2)=[CH:6][CH:5]=[CH:4][N:3]=1, predict the reactants needed to synthesize it. The reactants are: [CH3:1][C:2]1[C:7]([C:8]2[CH:17]=[CH:16][C:15]3[C:10](=[CH:11][CH:12]=[C:13]([CH2:18][C:19]([O:21]C)=[O:20])[CH:14]=3)[N:9]=2)=[CH:6][CH:5]=[CH:4][N:3]=1. (2) Given the product [CH:29]([C:26]1[CH:27]=[CH:28][C:23]([CH:12]2[N:11]([C:32]3[N:33]=[N:34][C:35]([CH3:38])=[CH:36][CH:37]=3)[C:10](=[O:39])[C:9]([O:8][CH3:1])=[C:13]2[C:14](=[O:22])[C:15]2[CH:16]=[CH:17][C:18]([CH3:21])=[CH:19][CH:20]=2)=[CH:24][CH:25]=1)([CH3:31])[CH3:30], predict the reactants needed to synthesize it. The reactants are: [CH3:1][Si](C=[N+]=[N-])(C)C.[OH:8][C:9]1[C:10](=[O:39])[N:11]([C:32]2[N:33]=[N:34][C:35]([CH3:38])=[CH:36][CH:37]=2)[CH:12]([C:23]2[CH:28]=[CH:27][C:26]([CH:29]([CH3:31])[CH3:30])=[CH:25][CH:24]=2)[C:13]=1[C:14](=[O:22])[C:15]1[CH:20]=[CH:19][C:18]([CH3:21])=[CH:17][CH:16]=1.